From a dataset of Catalyst prediction with 721,799 reactions and 888 catalyst types from USPTO. Predict which catalyst facilitates the given reaction. (1) The catalyst class is: 23. Product: [Br:1][C:2]1[CH:3]=[CH:4][C:5]([NH:8][C:9](=[O:21])[C:10]2[CH:15]=[C:14]([S:22][C:23]3[N:24]([CH3:28])[CH:25]=[CH:26][N:27]=3)[C:13]([F:17])=[CH:12][C:11]=2[N+:18]([O-:20])=[O:19])=[N:6][CH:7]=1. Reactant: [Br:1][C:2]1[CH:3]=[CH:4][C:5]([NH:8][C:9](=[O:21])[C:10]2[CH:15]=[C:14](F)[C:13]([F:17])=[CH:12][C:11]=2[N+:18]([O-:20])=[O:19])=[N:6][CH:7]=1.[SH:22][C:23]1[N:24]([CH3:28])[CH:25]=[CH:26][N:27]=1.C(N(CC)CC)C. (2) Reactant: [C:1]([O:5][C:6]([N:8]1[CH2:12][CH2:11][C:10]2([CH2:17][CH2:16][NH:15][CH2:14][CH2:13]2)[CH2:9]1)=[O:7])([CH3:4])([CH3:3])[CH3:2].C(N(C(C)C)C(C)C)C.Cl[C:28]1[CH:33]=[CH:32][N:31]=[CH:30][CH:29]=1.C(=O)([O-])O.[Na+]. Product: [N:31]1[CH:32]=[CH:33][C:28]([N:15]2[CH2:16][CH2:17][C:10]3([CH2:9][N:8]([C:6]([O:5][C:1]([CH3:4])([CH3:2])[CH3:3])=[O:7])[CH2:12][CH2:11]3)[CH2:13][CH2:14]2)=[CH:29][CH:30]=1. The catalyst class is: 41. (3) Reactant: [H-].[Al+3].[Li+].[H-].[H-].[H-].C[O:8][C:9](=O)[C:10]([NH2:19])([C:12]1[CH:17]=[CH:16][CH:15]=[C:14]([Br:18])[CH:13]=1)[CH3:11].[O-]S([O-])(=O)=O.[Na+].[Na+].[H][H]. Product: [NH2:19][C:10]([C:12]1[CH:17]=[CH:16][CH:15]=[C:14]([Br:18])[CH:13]=1)([CH3:11])[CH2:9][OH:8]. The catalyst class is: 1.